From a dataset of Full USPTO retrosynthesis dataset with 1.9M reactions from patents (1976-2016). Predict the reactants needed to synthesize the given product. (1) Given the product [F:46][C:5]([F:4])([F:45])[CH2:6][CH2:7][CH:8]([C:25]1[CH:30]=[CH:29][C:28]([CH2:31][N:32]2[C:37](=[O:38])[CH2:36][O:35][C:34]([C:39]3[CH:44]=[CH:43][CH:42]=[CH:41][CH:40]=3)=[N:33]2)=[CH:27][CH:26]=1)[C:9]([NH:11][C:12]1[CH:20]=[CH:19][CH:18]=[C:17]2[C:13]=1[CH2:14][CH:15]([C:21]([OH:23])=[O:22])[CH2:16]2)=[O:10], predict the reactants needed to synthesize it. The reactants are: O.[OH-].[Li+].[F:4][C:5]([F:46])([F:45])[CH2:6][CH2:7][CH:8]([C:25]1[CH:30]=[CH:29][C:28]([CH2:31][N:32]2[C:37](=[O:38])[CH2:36][O:35][C:34]([C:39]3[CH:44]=[CH:43][CH:42]=[CH:41][CH:40]=3)=[N:33]2)=[CH:27][CH:26]=1)[C:9]([NH:11][C:12]1[CH:20]=[CH:19][CH:18]=[C:17]2[C:13]=1[CH2:14][CH:15]([C:21]([O:23]C)=[O:22])[CH2:16]2)=[O:10].Cl. (2) Given the product [F:3][C:2]([F:4])=[C:17]([CH3:25])[CH2:18][CH2:19][CH2:20][C:21]([O:23][CH3:24])=[O:22], predict the reactants needed to synthesize it. The reactants are: Br[C:2](Br)([F:4])[F:3].CN(P(N(C)C)N(C)C)C.O=[C:17]([CH3:25])[CH2:18][CH2:19][CH2:20][C:21]([O:23][CH3:24])=[O:22].C(OCC)C. (3) The reactants are: [NH2:1][C:2]1[CH:11]=[C:10]2[C:5]([CH:6]([CH2:12][CH2:13][CH2:14][CH3:15])[O:7][C:8]2=[O:9])=[CH:4][CH:3]=1.[CH:16](O)=[O:17]. Given the product [CH2:12]([CH:6]1[C:5]2[C:10](=[CH:11][C:2]([NH:1][CH:16]=[O:17])=[CH:3][CH:4]=2)[C:8](=[O:9])[O:7]1)[CH2:13][CH2:14][CH3:15], predict the reactants needed to synthesize it.